From a dataset of Full USPTO retrosynthesis dataset with 1.9M reactions from patents (1976-2016). Predict the reactants needed to synthesize the given product. (1) Given the product [F:18][C:19]1[CH:20]=[C:21]([C:32]2[CH:36]=[C:35]([CH2:37][NH:38][C:39]3[CH:43]=[CH:42][O:41][N:40]=3)[O:34][N:33]=2)[CH:22]=[C:23]([F:31])[C:24]=1[N:25]1[CH2:26][CH2:27][N:28]([C:9](=[O:11])[CH2:8][O:7][C:6]2[CH:5]=[CH:4][C:3]([CH:1]=[O:2])=[CH:13][CH:12]=2)[CH2:29][CH2:30]1, predict the reactants needed to synthesize it. The reactants are: [CH:1]([C:3]1[CH:13]=[CH:12][C:6]([O:7][CH2:8][C:9]([OH:11])=O)=[CH:5][CH:4]=1)=[O:2].S(Cl)(Cl)=O.[F:18][C:19]1[CH:20]=[C:21]([C:32]2[CH:36]=[C:35]([CH2:37][NH:38][C:39]3[CH:43]=[CH:42][O:41][N:40]=3)[O:34][N:33]=2)[CH:22]=[C:23]([F:31])[C:24]=1[N:25]1[CH2:30][CH2:29][NH:28][CH2:27][CH2:26]1.C(N(CC)C(C)C)(C)C. (2) Given the product [F:1][C:2]1[CH:3]=[CH:4][C:5]([N:8]2[C:12]([NH:13][C:25](=[O:26])[O:27][C:28]3[CH:33]=[CH:32][CH:31]=[CH:30][CH:29]=3)=[CH:11][C:10]([C:14]([F:15])([F:17])[F:16])=[N:9]2)=[CH:6][CH:7]=1, predict the reactants needed to synthesize it. The reactants are: [F:1][C:2]1[CH:7]=[CH:6][C:5]([N:8]2[C:12]([NH2:13])=[CH:11][C:10]([C:14]([F:17])([F:16])[F:15])=[N:9]2)=[CH:4][CH:3]=1.C([O-])([O-])=O.[K+].[K+].Cl[C:25]([O:27][C:28]1[CH:33]=[CH:32][CH:31]=[CH:30][CH:29]=1)=[O:26]. (3) Given the product [CH3:25][O:26][CH:27]1[CH2:32][CH2:31][N:30]([C:33]2[CH:38]=[CH:37][C:36]([C:2]3[C:10]4[C:5](=[CH:6][CH:7]=[C:8]([NH:11][C:12](=[O:24])[CH:13]([N:19]5[CH2:23][CH2:22][CH2:21][CH2:20]5)[C:14]5[CH:18]=[CH:17][S:16][CH:15]=5)[CH:9]=4)[NH:4][N:3]=3)=[CH:35][CH:34]=2)[CH2:29][CH2:28]1, predict the reactants needed to synthesize it. The reactants are: I[C:2]1[C:10]2[C:5](=[CH:6][CH:7]=[C:8]([NH:11][C:12](=[O:24])[CH:13]([N:19]3[CH2:23][CH2:22][CH2:21][CH2:20]3)[C:14]3[CH:18]=[CH:17][S:16][CH:15]=3)[CH:9]=2)[NH:4][N:3]=1.[CH3:25][O:26][CH:27]1[CH2:32][CH2:31][N:30]([C:33]2[CH:38]=[CH:37][C:36](B3OC(C)(C)C(C)(C)O3)=[CH:35][CH:34]=2)[CH2:29][CH2:28]1.C([O-])([O-])=O.[Na+].[Na+].